From a dataset of Catalyst prediction with 721,799 reactions and 888 catalyst types from USPTO. Predict which catalyst facilitates the given reaction. Reactant: [NH2:1][C:2]1[N:7]=[C:6]([C:8]2[N:12]3[CH:13]=[C:14]([C:17]([OH:19])=O)[CH:15]=[CH:16][C:11]3=[N:10][C:9]=2[C:20]2[CH:25]=[CH:24][CH:23]=[C:22]([CH3:26])[N:21]=2)[CH:5]=[CH:4][N:3]=1.CN(C(ON1N=NC2C=CC=NC1=2)=[N+](C)C)C.F[P-](F)(F)(F)(F)F.CCN(C(C)C)C(C)C.[S:60]1[CH:64]=[CH:63][CH:62]=[C:61]1[CH2:65][CH2:66][NH2:67]. Product: [S:60]1[CH:64]=[CH:63][CH:62]=[C:61]1[CH2:65][CH2:66][NH:67][C:17]([C:14]1[CH:15]=[CH:16][C:11]2[N:12]([C:8]([C:6]3[CH:5]=[CH:4][N:3]=[C:2]([NH2:1])[N:7]=3)=[C:9]([C:20]3[CH:25]=[CH:24][CH:23]=[C:22]([CH3:26])[N:21]=3)[N:10]=2)[CH:13]=1)=[O:19]. The catalyst class is: 3.